Dataset: Catalyst prediction with 721,799 reactions and 888 catalyst types from USPTO. Task: Predict which catalyst facilitates the given reaction. Reactant: [P:1]([O:36]C(C)(C)C)([O:31]C(C)(C)C)([O:3][CH2:4][CH2:5][N:6]([CH3:30])[C:7](=[O:29])[C:8]1[CH:13]=[C:12]([N:14]([CH2:18][CH2:19][Br:20])[CH2:15][CH2:16][Br:17])[C:11]([S:21]([CH2:24][CH3:25])(=[O:23])=[O:22])=[CH:10][C:9]=1[N+:26]([O-:28])=[O:27])=[O:2].C(O)(C(F)(F)F)=O. Product: [P:1]([OH:36])([OH:31])([O:3][CH2:4][CH2:5][N:6]([CH3:30])[C:7](=[O:29])[C:8]1[CH:13]=[C:12]([N:14]([CH2:15][CH2:16][Br:17])[CH2:18][CH2:19][Br:20])[C:11]([S:21]([CH2:24][CH3:25])(=[O:22])=[O:23])=[CH:10][C:9]=1[N+:26]([O-:28])=[O:27])=[O:2]. The catalyst class is: 2.